Task: Predict the product of the given reaction.. Dataset: Forward reaction prediction with 1.9M reactions from USPTO patents (1976-2016) (1) Given the reactants [I:1][C:2]1[CH:3]=[C:4]([CH:8]=[C:9]([N+:11]([O-:13])=[O:12])[CH:10]=1)[C:5]([OH:7])=[O:6].O=S(Cl)Cl.[CH3:18]O, predict the reaction product. The product is: [CH3:18][O:6][C:5](=[O:7])[C:4]1[CH:8]=[C:9]([N+:11]([O-:13])=[O:12])[CH:10]=[C:2]([I:1])[CH:3]=1. (2) Given the reactants [CH2:1]([O:3][C:4]([C:6]1[CH:11]=[CH:10][CH:9]=[C:8]([SH:12])[N:7]=1)=[O:5])[CH3:2].CN(C=O)C.[H-].[Na+].I[CH:21]([CH2:23][CH3:24])[CH3:22], predict the reaction product. The product is: [CH2:1]([O:3][C:4]([C:6]1[CH:11]=[CH:10][CH:9]=[C:8]([S:12][CH:21]([CH2:23][CH3:24])[CH3:22])[N:7]=1)=[O:5])[CH3:2]. (3) Given the reactants [Cl:1][C:2]1[CH:7]=[C:6]([Cl:8])[CH:5]=[CH:4][C:3]=1[C:9](=[N:22][O:23][CH3:24])[CH2:10][N:11]1C(=O)C2=CC=CC=C2C1=O.O.NN.O, predict the reaction product. The product is: [CH3:24][O:23][N:22]=[C:9]([C:3]1[CH:4]=[CH:5][C:6]([Cl:8])=[CH:7][C:2]=1[Cl:1])[CH2:10][NH2:11]. (4) Given the reactants Cl[C:2]1[N:7]=[CH:6][C:5](C(O)=O)=[CH:4][N:3]=1.[C:11](Cl)(=[O:15])C(Cl)=O.[F:17][C:18]([F:31])([F:30])[C:19]1[NH:20][C:21]2[C:26]([CH:27]=1)=[CH:25][C:24]([CH2:28][NH2:29])=[CH:23][CH:22]=2.C(N(CC)CC)C.[Cl:39]CCl, predict the reaction product. The product is: [F:31][C:18]([F:17])([F:30])[C:19]1[NH:20][C:21]2[C:26]([CH:27]=1)=[CH:25][C:24]([CH2:28][NH:29][C:11]([C:2]1[N:3]=[CH:4][C:5]([Cl:39])=[CH:6][N:7]=1)=[O:15])=[CH:23][CH:22]=2. (5) The product is: [CH3:2][O:3][C:4]1[CH:5]=[CH:6][C:7]([CH2:10][CH2:11][CH2:12][C:13]([OH:15])=[O:14])=[CH:8][CH:9]=1. Given the reactants Cl.[CH3:2][O:3][C:4]1[CH:9]=[CH:8][C:7]([C:10](=O)[CH2:11][CH2:12][C:13]([OH:15])=[O:14])=[CH:6][CH:5]=1.C(OCC)C, predict the reaction product. (6) The product is: [N:4]1[CH:3]=[CH:2][C:7]([NH:8][C:9]([C:11]2[C:19]3[C:18]4[CH:20]=[C:21]([NH:24][C:25](=[O:27])[CH3:26])[CH:22]=[CH:23][C:17]=4[O:16][C:15]=3[C:14]([O:28][CH3:29])=[CH:13][CH:12]=2)=[O:10])=[CH:6][CH:5]=1. Given the reactants Cl[C:2]1[CH:3]=[N:4][CH:5]=[C:6](Cl)[C:7]=1[NH:8][C:9]([C:11]1[C:19]2[C:18]3[CH:20]=[C:21]([NH:24][C:25](=[O:27])[CH3:26])[CH:22]=[CH:23][C:17]=3[O:16][C:15]=2[C:14]([O:28][CH3:29])=[CH:13][CH:12]=1)=[O:10].[OH-].[NH4+], predict the reaction product.